Dataset: Reaction yield outcomes from USPTO patents with 853,638 reactions. Task: Predict the reaction yield, written as a fraction of the theoretical maximum amount of product (1.0 means a 100% yield; for example, 0.34 means a 34% yield). (1) The reactants are [CH3:1][O:2][C:3]1[CH:10]=[CH:9][C:6]([CH2:7][OH:8])=[CH:5][CH:4]=1.[H-].[Na+].[Cl:13][C:14]([Cl:18])([Cl:17])[C:15]#[N:16]. The catalyst is C(OCC)C. The product is [CH3:1][O:2][C:3]1[CH:10]=[CH:9][C:6]([CH2:7][O:8][C:15](=[NH:16])[C:14]([Cl:18])([Cl:17])[Cl:13])=[CH:5][CH:4]=1. The yield is 0.950. (2) The reactants are [NH2:1][C:2]1[N:7]=[CH:6][C:5]([C:8]2[C:9]3[CH:31]=[C:30]([Cl:32])[CH:29]=[CH:28][C:10]=3[N:11]([CH3:27])[C:12](=[O:26])[CH:13]([CH2:15][C:16]3[CH:25]=[CH:24][C:23]4[C:18](=[CH:19][CH:20]=[CH:21][CH:22]=4)[CH:17]=3)[N:14]=2)=[CH:4][CH:3]=1.C(N(CC)CC)C.[C:40]([O:43][CH2:44][C:45](Cl)=[O:46])(=[O:42])[CH3:41]. The catalyst is ClCCl. The product is [C:40]([O:43][CH2:44][C:45]([NH:1][C:2]1[CH:3]=[CH:4][C:5]([C:8]2[C:9]3[CH:31]=[C:30]([Cl:32])[CH:29]=[CH:28][C:10]=3[N:11]([CH3:27])[C:12](=[O:26])[CH:13]([CH2:15][C:16]3[CH:25]=[CH:24][C:23]4[C:18](=[CH:19][CH:20]=[CH:21][CH:22]=4)[CH:17]=3)[N:14]=2)=[CH:6][N:7]=1)=[O:46])(=[O:42])[CH3:41]. The yield is 0.730. (3) The reactants are [Br-].[CH3:2][O:3][C:4]1[CH:30]=[CH:29][C:7]([CH2:8][CH2:9][P+](C2C=CC=CC=2)(C2C=CC=CC=2)C2C=CC=CC=2)=[CH:6][CH:5]=1.[Li]CCCC.[CH3:36][CH:37]([CH2:40][CH2:41][CH2:42][CH2:43][CH2:44][CH2:45][CH2:46][CH2:47][CH3:48])[CH:38]=O.O. The catalyst is C1COCC1. The product is [CH3:2][O:3][C:4]1[CH:5]=[CH:6][C:7]([CH2:8][CH:9]=[CH:36][CH:37]([CH3:38])[CH2:40][CH2:41][CH2:42][CH2:43][CH2:44][CH2:45][CH2:46][CH2:47][CH3:48])=[CH:29][CH:30]=1. The yield is 0.630. (4) The reactants are Cl.Cl.[NH2:3][CH2:4][CH2:5][C:6]1[CH:11]=[CH:10][N:9]=[C:8]([O:12]C)[CH:7]=1.[BrH:14]. The catalyst is C(O)(=O)C. The product is [BrH:14].[BrH:14].[NH2:3][CH2:4][CH2:5][C:6]1[CH:11]=[CH:10][N:9]=[C:8]([OH:12])[CH:7]=1. The yield is 0.500. (5) The reactants are [Br:1][C:2]1[CH:3]=[C:4]([NH:10][C:11]2[CH:16]=[CH:15][C:14]([N:17]3[CH2:22][CH2:21][NH:20][CH2:19][C@@H:18]3[CH2:23][CH3:24])=[CH:13][N:12]=2)[C:5](=[O:9])[N:6]([CH3:8])[CH:7]=1.[O:25]1[CH2:28][C:27](=O)[CH2:26]1.[BH3-]C#N.[Na+].O. The catalyst is CO.[Cl-].[Zn+2].[Cl-]. The product is [Br:1][C:2]1[CH:3]=[C:4]([NH:10][C:11]2[CH:16]=[CH:15][C:14]([N:17]3[CH2:22][CH2:21][N:20]([CH:27]4[CH2:28][O:25][CH2:26]4)[CH2:19][C@@H:18]3[CH2:23][CH3:24])=[CH:13][N:12]=2)[C:5](=[O:9])[N:6]([CH3:8])[CH:7]=1. The yield is 0.680. (6) The reactants are [C:1]([N:5]1[C:9]([Cl:10])=[C:8]([CH2:11]O)[C:7]([C:13]([F:16])([F:15])[F:14])=[N:6]1)([CH3:4])([CH3:3])[CH3:2].P(Br)(Br)[Br:18].O. The catalyst is C(OCC)C. The product is [Br:18][CH2:11][C:8]1[C:7]([C:13]([F:16])([F:15])[F:14])=[N:6][N:5]([C:1]([CH3:4])([CH3:3])[CH3:2])[C:9]=1[Cl:10]. The yield is 0.873. (7) The reactants are F[C:2]1[C:10]([F:11])=[C:9](F)[C:8]([N+:13]([O-:15])=[O:14])=[CH:7][C:3]=1[C:4](O)=O.[OH-:16].[NH4+:17].[OH2:18].C(O)(=O)C.C[N:24]1CCCC1=O. No catalyst specified. The product is [NH2:17][C:2]1[C:10]([F:11])=[C:9]([NH2:24])[C:8]([N+:13]([O-:15])=[O:14])=[CH:7][C:3]=1[C:4]([OH:18])=[O:16]. The yield is 0.860. (8) The reactants are [O:1]1[C:5]2[CH:6]=[CH:7][CH:8]=[CH:9][C:4]=2[CH:3]=[C:2]1[C:10]([OH:12])=O.C(N1C=CN=C1)(N1C=CN=C1)=O.[NH2:25][CH2:26][C@@H:27]([NH:31][C:32](=[O:38])[O:33][C:34]([CH3:37])([CH3:36])[CH3:35])[CH:28]([CH3:30])[CH3:29]. The catalyst is ClCCl. The product is [CH3:29][CH:28]([CH3:30])[C@H:27]([NH:31][C:32]([O:33][C:34]([CH3:35])([CH3:37])[CH3:36])=[O:38])[CH2:26][NH:25][C:10]([C:2]1[O:1][C:5]2[CH:6]=[CH:7][CH:8]=[CH:9][C:4]=2[CH:3]=1)=[O:12]. The yield is 0.840.